Dataset: Forward reaction prediction with 1.9M reactions from USPTO patents (1976-2016). Task: Predict the product of the given reaction. Given the reactants [CH2:1]([O:3][C:4]([C:6]1[C:7](=[O:28])[C:8]2[CH:13]=[N:12][C:11](S(C)(=O)=O)=[N:10][C:9]=2[N:18]([C:20]2[CH:25]=[CH:24][C:23]([CH2:26][CH3:27])=[CH:22][CH:21]=2)[CH:19]=1)=[O:5])[CH3:2].[C:29]([O:33][C:34]([N:36]1[CH2:41][CH2:40][CH:39]([C:42]2[CH:47]=[CH:46][C:45]([NH2:48])=[CH:44][CH:43]=2)[CH2:38][CH2:37]1)=[O:35])([CH3:32])([CH3:31])[CH3:30], predict the reaction product. The product is: [CH2:1]([O:3][C:4]([C:6]1[C:7](=[O:28])[C:8]2[CH:13]=[N:12][C:11]([NH:48][C:45]3[CH:46]=[CH:47][C:42]([CH:39]4[CH2:38][CH2:37][N:36]([C:34]([O:33][C:29]([CH3:32])([CH3:31])[CH3:30])=[O:35])[CH2:41][CH2:40]4)=[CH:43][CH:44]=3)=[N:10][C:9]=2[N:18]([C:20]2[CH:25]=[CH:24][C:23]([CH2:26][CH3:27])=[CH:22][CH:21]=2)[CH:19]=1)=[O:5])[CH3:2].